Dataset: Forward reaction prediction with 1.9M reactions from USPTO patents (1976-2016). Task: Predict the product of the given reaction. (1) The product is: [CH3:1][C:2]1[CH:11]=[CH:10][C:9]2[C:4](=[CH:5][CH:6]=[CH:7][C:8]=2[N:12]2[CH2:13][CH2:14][N:15]([CH2:18][CH2:19][C:20]3[CH:21]=[C:22]([N:26]4[CH2:27][C@H:28]5[CH2:32][CH2:31][CH2:30][N:29]5[C:33]4=[O:35])[CH:23]=[CH:24][CH:25]=3)[CH2:16][CH2:17]2)[N:3]=1. Given the reactants [CH3:1][C:2]1[CH:11]=[CH:10][C:9]2[C:4](=[CH:5][CH:6]=[CH:7][C:8]=2[N:12]2[CH2:17][CH2:16][N:15]([CH2:18][CH2:19][C:20]3[CH:21]=[C:22]([NH:26][CH2:27][CH:28]4[CH2:32][CH2:31][CH2:30][N:29]4[C:33]([O:35]C(C)(C)C)=O)[CH:23]=[CH:24][CH:25]=3)[CH2:14][CH2:13]2)[N:3]=1.Cl.ClC(Cl)(OC(=O)OC(Cl)(Cl)Cl)Cl.C(NC(C)C)(C)C, predict the reaction product. (2) Given the reactants CC(C)(C)[C@H](NC(=O)[C@@H](NC)C)C(N1[C@H](C(N[C@H]2C3C(=CC=CC=3)CCC2)=O)CC2C(=CC(C(N[C@H]3C[C@@H](C(=O)N[C@H]4C5C(=CC=CC=5)CCC4)N(C(=O)[C@@H](NC(=O)[C@@H](NC)C)C(C)(C)C)C3)=O)=CC=2)C1)=O.[C@H:73]1([NH:83][C:84]([C@H:86]2[N:90](C(OCC3C=CC=CC=3)=O)[CH2:89][C:88]([C:101]([O:103][CH3:104])=[O:102])=[CH:87]2)=[O:85])[C:82]2[C:77](=[CH:78][CH:79]=[CH:80][CH:81]=2)[CH2:76][CH2:75][CH2:74]1, predict the reaction product. The product is: [C@H:73]1([NH:83][C:84]([C@H:86]2[NH:90][CH2:89][C@@H:88]([C:101]([O:103][CH3:104])=[O:102])[CH2:87]2)=[O:85])[C:82]2[C:77](=[CH:78][CH:79]=[CH:80][CH:81]=2)[CH2:76][CH2:75][CH2:74]1. (3) Given the reactants C(OC1C=CN(CC(C2C=CC(CO)=CC=2)=O)C(=O)C=1)C1C=CC=CC=1.[CH2:27]([O:34][C:35]1[CH:40]=[CH:39][NH:38][C:37](=[O:41])[CH:36]=1)[C:28]1[CH:33]=[CH:32][CH:31]=[CH:30][CH:29]=1.Cl[CH2:43][C:44]([C:46]1[S:54][CH:53]2[CH:48]([CH2:49][N:50]([CH2:55][C:56]3[CH:61]=[CH:60][CH:59]=[CH:58][C:57]=3[Cl:62])[CH2:51][CH2:52]2)[CH:47]=1)=[O:45], predict the reaction product. The product is: [CH2:27]([O:34][C:35]1[CH:40]=[CH:39][N:38]([CH2:43][C:44]([C:46]2[S:54][C:53]3[CH2:52][CH2:51][N:50]([CH2:55][C:56]4[CH:61]=[CH:60][CH:59]=[CH:58][C:57]=4[Cl:62])[CH2:49][C:48]=3[CH:47]=2)=[O:45])[C:37](=[O:41])[CH:36]=1)[C:28]1[CH:29]=[CH:30][CH:31]=[CH:32][CH:33]=1. (4) The product is: [F:51][C:52]1[CH:53]=[C:54]([CH:55]=[C:56]([C:58]2([O:64][CH3:65])[CH2:59][CH2:60][O:61][CH2:62][CH2:63]2)[CH:57]=1)[O:66][CH2:1][C:2]1[O:6][N:5]=[C:4]([C:7]2[CH:8]=[CH:9][CH:10]=[CH:11][CH:12]=2)[C:3]=1[C:13]1[CH:18]=[CH:17][C:16]([S:19]([NH2:22])(=[O:21])=[O:20])=[CH:15][CH:14]=1. Given the reactants [CH3:1][C:2]1[O:6][N:5]=[C:4]([C:7]2[CH:12]=[CH:11][CH:10]=[CH:9][CH:8]=2)[C:3]=1[C:13]1[CH:18]=[CH:17][C:16]([S:19]([NH2:22])(=[O:21])=[O:20])=[CH:15][CH:14]=1.CN(C)CCN(C)C.C([Li])CCC.ClC(Cl)(Cl)C(Cl)(Cl)Cl.ClCC1ON=CC=1.[F:51][C:52]1[CH:53]=[C:54]([OH:66])[CH:55]=[C:56]([C:58]2([O:64][CH3:65])[CH2:63][CH2:62][O:61][CH2:60][CH2:59]2)[CH:57]=1, predict the reaction product. (5) Given the reactants [S:1]1[CH:5]=[CH:4][N:3]=[C:2]1[C:6]1([OH:16])[CH2:15][CH2:14][C:9]2([O:13][CH2:12][CH2:11][O:10]2)[CH2:8][CH2:7]1.C1C(=O)N([Br:24])C(=O)C1.[O-]S([O-])=O.[Na+].[Na+], predict the reaction product. The product is: [Br:24][C:5]1[S:1][C:2]([C:6]2([OH:16])[CH2:7][CH2:8][C:9]3([O:13][CH2:12][CH2:11][O:10]3)[CH2:14][CH2:15]2)=[N:3][CH:4]=1.